From a dataset of Reaction yield outcomes from USPTO patents with 853,638 reactions. Predict the reaction yield, written as a fraction of the theoretical maximum amount of product (1.0 means a 100% yield; for example, 0.34 means a 34% yield). The reactants are [NH2:1][C:2]1[C:11]([C:12]2[CH:17]=[CH:16][C:15]([O:18][CH2:19][C:20]3[CH:25]=[CH:24][CH:23]=[CH:22][CH:21]=3)=[CH:14][CH:13]=2)=[N:10][C:9]([Br:26])=[CH:8][C:3]=1[C:4]([O:6][CH3:7])=[O:5].N([O-])=O.[Na+].[N-:31]=[N+:32]=[N-].[Na+].CCOCC. The catalyst is C(O)(C(F)(F)F)=O.O. The product is [N:1]([C:2]1[C:11]([C:12]2[CH:13]=[CH:14][C:15]([O:18][CH2:19][C:20]3[CH:25]=[CH:24][CH:23]=[CH:22][CH:21]=3)=[CH:16][CH:17]=2)=[N:10][C:9]([Br:26])=[CH:8][C:3]=1[C:4]([O:6][CH3:7])=[O:5])=[N+:31]=[N-:32]. The yield is 0.640.